Dataset: Reaction yield outcomes from USPTO patents with 853,638 reactions. Task: Predict the reaction yield, written as a fraction of the theoretical maximum amount of product (1.0 means a 100% yield; for example, 0.34 means a 34% yield). (1) The reactants are [CH2:1]([C:3]1[CH:8]=[CH:7][C:6]([C:9]2[C:13]3[C:14]([CH3:21])=[C:15]([NH2:20])[C:16]([CH3:19])=[C:17]([CH3:18])[C:12]=3[O:11][CH:10]=2)=[CH:5][CH:4]=1)[CH3:2]. The catalyst is CCCCCC. The product is [CH2:1]([C:3]1[CH:8]=[CH:7][C:6]([CH:9]2[C:13]3[C:14]([CH3:21])=[C:15]([NH2:20])[C:16]([CH3:19])=[C:17]([CH3:18])[C:12]=3[O:11][CH2:10]2)=[CH:5][CH:4]=1)[CH3:2]. The yield is 0.800. (2) The product is [F:17][C:14]([F:15])([F:16])[C:9]1[C:8]2[C:13](=[C:4]([NH2:1])[CH:5]=[CH:6][CH:7]=2)[N:12]=[CH:11][CH:10]=1. The catalyst is Cl.CCO. The yield is 0.890. The reactants are [N+:1]([C:4]1[CH:5]=[CH:6][CH:7]=[C:8]2[C:13]=1[N:12]=[CH:11][CH:10]=[C:9]2[C:14]([F:17])([F:16])[F:15])([O-])=O.Cl[Sn]Cl. (3) The reactants are [F:1][C:2]([F:13])([F:12])[C:3]1[CH:4]=[C:5]([C@@H:9]([OH:11])[CH3:10])[CH:6]=[CH:7][CH:8]=1.[C:14]([O:18][C:19]([N:21]1[CH2:24][CH:23]([O:25][C:26]2[CH:31]=[C:30]([Cl:32])[CH:29]=[CH:28][C:27]=2O)[CH2:22]1)=[O:20])([CH3:17])([CH3:16])[CH3:15].C1C=CC(P(C2C=CC=CC=2)C2C=CC=CC=2)=CC=1.CCOC(/N=N/C(OCC)=O)=O. The catalyst is C1COCC1. The product is [C:14]([O:18][C:19]([N:21]1[CH2:24][CH:23]([O:25][C:26]2[CH:31]=[C:30]([Cl:32])[CH:29]=[CH:28][C:27]=2[O:11][C@@H:9]([C:5]2[CH:6]=[CH:7][CH:8]=[C:3]([C:2]([F:12])([F:13])[F:1])[CH:4]=2)[CH3:10])[CH2:22]1)=[O:20])([CH3:17])([CH3:15])[CH3:16]. The yield is 0.910. (4) The yield is 0.580. The reactants are C(Cl)(=O)C(Cl)=O.C(=O)=O.CS(C)=O.[C:14]([O:18][C:19](=[O:32])[N:20]([C@H:22]1[CH2:27][CH2:26][C@H:25]([CH2:28][CH2:29][CH2:30]O)[CH2:24][CH2:23]1)[CH3:21])([CH3:17])([CH3:16])[CH3:15].CCN(CC)CC.C(OC(=O)N(C)[C@H]1CC[C@H](CCC=O)CC1)(C)(C)C.[CH3:59][CH2:60][O:61][C:62]([CH2:64]P(OCC)(OCC)=O)=[O:63].C[O-].[Na+]. The product is [CH2:60]([O:61][C:62](=[O:63])[CH:64]=[CH:30][CH2:29][CH2:28][C@H:25]1[CH2:26][CH2:27][C@H:22]([N:20]([C:19]([O:18][C:14]([CH3:17])([CH3:16])[CH3:15])=[O:32])[CH3:21])[CH2:23][CH2:24]1)[CH3:59]. The catalyst is C(Cl)Cl.CCOCC.C(O)C. (5) The reactants are CS(Cl)(=O)=O.C(N(C(C)C)CC)(C)C.[O:15]1[C:19]2[CH:20]=[CH:21][C:22]([C:24]3[N:28]=[C:27]([CH:29]4[CH2:34][CH2:33][N:32]([S:35]([CH2:38]C5C=CC=CC=5)(=[O:37])=[O:36])[CH2:31][CH2:30]4)[NH:26][C:25]=3[C:45]3[CH:50]=[CH:49][CH:48]=[CH:47][N:46]=3)=[CH:23][C:18]=2[O:17][CH2:16]1. The catalyst is C1COCC1. The product is [O:15]1[C:19]2[CH:20]=[CH:21][C:22]([C:24]3[N:28]=[C:27]([CH:29]4[CH2:34][CH2:33][N:32]([S:35]([CH3:38])(=[O:37])=[O:36])[CH2:31][CH2:30]4)[NH:26][C:25]=3[C:45]3[CH:50]=[CH:49][CH:48]=[CH:47][N:46]=3)=[CH:23][C:18]=2[O:17][CH2:16]1. The yield is 0.280. (6) The reactants are [C:1]([O:5][C@@H:6]([C:12]1[C:13]([CH3:33])=[N:14][C:15]2[N:16]([N:27]=[C:28]([C:30]([OH:32])=O)[CH:29]=2)[C:17]=1[N:18]1[CH2:23][CH2:22][C:21]([CH3:26])([CH:24]=[CH2:25])[CH2:20][CH2:19]1)[C:7]([O:9][CH2:10][CH3:11])=[O:8])([CH3:4])([CH3:3])[CH3:2].C(Cl)(=O)C(Cl)=O.[NH2:40][CH2:41][C:42](=[O:52])[CH2:43][C:44]1[CH:49]=[CH:48][C:47]([F:50])=[CH:46][C:45]=1[Br:51].Cl.CCN(C(C)C)C(C)C. The catalyst is C(Cl)Cl.O. The product is [Br:51][C:45]1[CH:46]=[C:47]([F:50])[CH:48]=[CH:49][C:44]=1[CH2:43][C:42](=[O:52])[CH2:41][NH:40][C:30]([C:28]1[CH:29]=[C:15]2[N:14]=[C:13]([CH3:33])[C:12]([C@H:6]([O:5][C:1]([CH3:2])([CH3:3])[CH3:4])[C:7]([O:9][CH2:10][CH3:11])=[O:8])=[C:17]([N:18]3[CH2:23][CH2:22][C:21]([CH3:26])([CH:24]=[CH2:25])[CH2:20][CH2:19]3)[N:16]2[N:27]=1)=[O:32]. The yield is 0.735. (7) The reactants are [NH2:1][C:2]1[CH:3]=[CH:4][C:5]2[N:10]([CH3:11])[C:9](=[O:12])[O:8][C:7]([CH3:14])([CH3:13])[C:6]=2[CH:15]=1.C(N(CC)CC)C.[Cl:23][C:24]1[C:29]([Cl:30])=[CH:28][CH:27]=[CH:26][C:25]=1[S:31](Cl)(=[O:33])=[O:32]. The catalyst is C(Cl)Cl. The product is [Cl:23][C:24]1[C:29]([Cl:30])=[CH:28][CH:27]=[CH:26][C:25]=1[S:31]([NH:1][C:2]1[CH:3]=[CH:4][C:5]2[N:10]([CH3:11])[C:9](=[O:12])[O:8][C:7]([CH3:13])([CH3:14])[C:6]=2[CH:15]=1)(=[O:33])=[O:32]. The yield is 0.0500. (8) The reactants are [CH3:1][C:2]1[CH:6]=[C:5]([N:7]2[N:11]=[N:10][C:9]([C:12]3[CH:17]=[CH:16][CH:15]=[CH:14][CH:13]=3)=[N:8]2)[S:4][C:3]=1[C:18]([O:20]CC)=[O:19].O1CCCC1.[OH-].[Li+]. The catalyst is O. The product is [CH3:1][C:2]1[CH:6]=[C:5]([N:7]2[N:11]=[N:10][C:9]([C:12]3[CH:17]=[CH:16][CH:15]=[CH:14][CH:13]=3)=[N:8]2)[S:4][C:3]=1[C:18]([OH:20])=[O:19]. The yield is 0.820. (9) The reactants are CCCC[N+](CCCC)(CCCC)CCCC.[F-].[C:19]([O:23][C:24](=[O:46])[N:25]([CH2:29][C:30]1[CH:35]=[CH:34][C:33]([Cl:36])=[C:32]([C:37](C)(C)[O:38][SiH2]C(C)(C)C)[CH:31]=1)[CH2:26][CH2:27][F:28])([CH3:22])([CH3:21])[CH3:20].CCOC(C)=O. The catalyst is C1COCC1. The product is [C:19]([O:23][C:24](=[O:46])[N:25]([CH2:29][C:30]1[CH:35]=[CH:34][C:33]([Cl:36])=[C:32]([CH2:37][OH:38])[CH:31]=1)[CH2:26][CH2:27][F:28])([CH3:22])([CH3:20])[CH3:21]. The yield is 0.640.